From a dataset of Catalyst prediction with 721,799 reactions and 888 catalyst types from USPTO. Predict which catalyst facilitates the given reaction. (1) Reactant: CN(C)C=O.Cl[C:7]1[N:8]=[CH:9][C:10]([CH:13]=[O:14])=[N:11][CH:12]=1.[CH3:15][C:16]([CH3:39])([CH2:21][O:22][C:23]1[CH:28]=[C:27]([CH3:29])[C:26](B2OC(C)(C)C(C)(C)O2)=[CH:25][N:24]=1)[C:17]([O:19][CH3:20])=[O:18].C(=O)([O-])[O-].[Na+].[Na+]. Product: [CH:13]([C:10]1[N:11]=[CH:12][C:7]([C:26]2[C:27]([CH3:29])=[CH:28][C:23]([O:22][CH2:21][C:16]([CH3:15])([CH3:39])[C:17]([O:19][CH3:20])=[O:18])=[N:24][CH:25]=2)=[N:8][CH:9]=1)=[O:14]. The catalyst class is: 69. (2) Reactant: [NH2:1][C:2]1[CH:3]=[C:4]([CH:21]=[CH:22][C:23]=1[F:24])[O:5][C:6]1[CH:7]=[CH:8][C:9]2[N:10]([CH:12]=[C:13]([NH:15][C:16]([CH:18]3[CH2:20][CH2:19]3)=[O:17])[N:14]=2)[N:11]=1.[CH2:25]([C:27]1[CH:31]=[C:30]([C:32](O)=[O:33])[N:29]([CH3:35])[N:28]=1)[CH3:26].S(Cl)(Cl)=O. Product: [CH:18]1([C:16]([NH:15][C:13]2[N:14]=[C:9]3[CH:8]=[CH:7][C:6]([O:5][C:4]4[CH:21]=[CH:22][C:23]([F:24])=[C:2]([NH:1][C:32]([C:30]5[N:29]([CH3:35])[N:28]=[C:27]([CH2:25][CH3:26])[CH:31]=5)=[O:33])[CH:3]=4)=[N:11][N:10]3[CH:12]=2)=[O:17])[CH2:20][CH2:19]1. The catalyst class is: 402. (3) The catalyst class is: 139. Reactant: [Cl:1][C:2]1[CH:7]=[CH:6][C:5]([C:8]2[C:13]([C:14](O)=[O:15])=[CH:12][N:11]=[CH:10][CH:9]=2)=[C:4]([F:17])[CH:3]=1.C(Cl)(=O)C(Cl)=O.Cl.CN.[CH2:27]([N:29](CC)CC)C. Product: [Cl:1][C:2]1[CH:7]=[CH:6][C:5]([C:8]2[C:13]([C:14]([NH:29][CH3:27])=[O:15])=[CH:12][N:11]=[CH:10][CH:9]=2)=[C:4]([F:17])[CH:3]=1. (4) Reactant: [CH:1]1[C:6]([NH2:7])=[CH:5][CH:4]=[C:3]([O:8][C:9]2[CH:10]=[CH:11][C:12]([NH2:15])=[CH:13][CH:14]=2)[CH:2]=1.[S:16](O[S:16]([C:19]([F:22])([F:21])[F:20])(=[O:18])=[O:17])([C:19]([F:22])([F:21])[F:20])(=[O:18])=[O:17].C(=O)(O)[O-].[Na+]. Product: [F:20][C:19]([F:22])([F:21])[S:16]([NH:15][C:12]1[CH:13]=[CH:14][C:9]([O:8][C:3]2[CH:2]=[CH:1][C:6]([NH:7][S:16]([C:19]([F:20])([F:21])[F:22])(=[O:17])=[O:18])=[CH:5][CH:4]=2)=[CH:10][CH:11]=1)(=[O:18])=[O:17]. The catalyst class is: 2. (5) Reactant: [CH2:1]([N:3]([CH2:16][CH3:17])[C:4](=[O:15])[C:5]1[CH:10]=[CH:9][C:8]([N+:11]([O-:13])=[O:12])=[C:7](F)[CH:6]=1)[CH3:2].[C:18]1([OH:24])[CH:23]=[CH:22][CH:21]=[CH:20][CH:19]=1.C([O-])([O-])=O.[Cs+].[Cs+].CN(C=O)C. Product: [CH2:1]([N:3]([CH2:16][CH3:17])[C:4](=[O:15])[C:5]1[CH:10]=[CH:9][C:8]([N+:11]([O-:13])=[O:12])=[C:7]([O:24][C:18]2[CH:23]=[CH:22][CH:21]=[CH:20][CH:19]=2)[CH:6]=1)[CH3:2]. The catalyst class is: 6.